Dataset: Forward reaction prediction with 1.9M reactions from USPTO patents (1976-2016). Task: Predict the product of the given reaction. Given the reactants [C:1]1(N2C3C(=CC=CC=3)CC(CCC)C2=O)C=CC=CC=1.C(C1CC2C(=CC=CC=2)N(C2C=CC(C)=CC=2)C1=O)C.[CH2:41]([C:43]1([CH2:61][CH2:62][CH2:63][NH:64][CH3:65])[CH2:52][C:51]2[C:46](=[CH:47][CH:48]=[CH:49][CH:50]=2)[N:45]([C:53]2[CH:58]=[CH:57][C:56](C)=[CH:55][CH:54]=2)[C:44]1=[O:60])[CH3:42], predict the reaction product. The product is: [CH3:65][NH:64][CH2:63][CH2:62][CH2:61][C:43]1([CH2:41][CH2:42][CH3:1])[CH2:52][C:51]2[C:46](=[CH:47][CH:48]=[CH:49][CH:50]=2)[N:45]([C:53]2[CH:54]=[CH:55][CH:56]=[CH:57][CH:58]=2)[C:44]1=[O:60].